Dataset: Full USPTO retrosynthesis dataset with 1.9M reactions from patents (1976-2016). Task: Predict the reactants needed to synthesize the given product. (1) Given the product [F:14][C:15]([F:26])([F:27])[O:16][C:17]1[CH:22]=[C:21]([CH:20]=[CH:19][CH:18]=1)[O:12][C:9]1[CH:10]=[CH:11][C:6]([CH:4]([CH3:5])[C:3]([OH:2])=[O:13])=[CH:7][CH:8]=1, predict the reactants needed to synthesize it. The reactants are: C[O:2][C:3](=[O:13])[CH:4]([C:6]1[CH:11]=[CH:10][C:9]([OH:12])=[CH:8][CH:7]=1)[CH3:5].[F:14][C:15]([F:27])([F:26])[O:16][C:17]1[CH:18]=[C:19](B(O)O)[CH:20]=[CH:21][CH:22]=1. (2) Given the product [N:20]1([C:23]2[CH:28]=[CH:27][C:26]([C:2]3[CH:10]=[CH:9][N:8]=[C:7]4[NH:6][CH:5]=[CH:4][C:3]=34)=[CH:25][CH:24]=2)[CH2:21][CH2:22][O:17][CH2:18][CH2:19]1, predict the reactants needed to synthesize it. The reactants are: Cl[C:2]1[CH:10]=[CH:9][N:8]=[C:7]2[C:3]=1[CH:4]=[CH:5][NH:6]2.C([O-])([O-])=O.[K+].[K+].[O:17]1[CH2:22][CH2:21][N:20]([C:23]2[CH:28]=[CH:27][C:26](B(O)O)=[CH:25][CH:24]=2)[CH2:19][CH2:18]1. (3) Given the product [CH3:1][O:2][C:3](=[O:15])[C:4]1[CH:9]=[C:8]([S:10]([CH3:13])(=[O:12])=[O:11])[CH:7]=[CH:6][C:5]=1[N:19]1[CH:18]=[C:17]([CH3:16])[CH:21]=[N:20]1, predict the reactants needed to synthesize it. The reactants are: [CH3:1][O:2][C:3](=[O:15])[C:4]1[CH:9]=[C:8]([S:10]([CH3:13])(=[O:12])=[O:11])[CH:7]=[CH:6][C:5]=1I.[CH3:16][C:17]1[CH:18]=[N:19][NH:20][CH:21]=1.C(=O)([O-])[O-].[K+].[K+].N[C@@H]1CCCC[C@H]1N. (4) Given the product [F:23][C:24]1[C:33]2[C:28](=[CH:29][CH:30]=[CH:31][CH:32]=2)[C:27]([C:34]([NH:1][CH:2]([CH2:12][C:13]2[CH:18]=[CH:17][CH:16]=[CH:15][C:14]=2[C:19]([F:22])([F:20])[F:21])[CH:3]([C:5]2[CH:10]=[CH:9][C:8]([F:11])=[CH:7][CH:6]=2)[OH:4])=[O:35])=[CH:26][CH:25]=1, predict the reactants needed to synthesize it. The reactants are: [NH2:1][CH:2]([CH2:12][C:13]1[CH:18]=[CH:17][CH:16]=[CH:15][C:14]=1[C:19]([F:22])([F:21])[F:20])[CH:3]([C:5]1[CH:10]=[CH:9][C:8]([F:11])=[CH:7][CH:6]=1)[OH:4].[F:23][C:24]1[C:33]2[C:28](=[CH:29][CH:30]=[CH:31][CH:32]=2)[C:27]([C:34](O)=[O:35])=[CH:26][CH:25]=1.Cl.C(N=C=NCCCN(C)C)C.ON1C2C=CC=CC=2N=N1. (5) Given the product [CH3:9][O:10][C:11]1[C:12]([CH3:38])=[C:13]([C:20]([C:22]2[CH:23]=[C:24]3[C:29](=[CH:30][CH:31]=2)[N:28]([CH3:1])[CH:27]=[C:26]([C:32]([O:34][CH2:35][CH3:36])=[O:33])[C:25]3=[O:37])=[O:21])[N:14]2[C:19]=1[CH:18]=[CH:17][CH:16]=[CH:15]2, predict the reactants needed to synthesize it. The reactants are: [C:1](=O)([O-])[O-].[K+].[K+].CI.[CH3:9][O:10][C:11]1[C:12]([CH3:38])=[C:13]([C:20]([C:22]2[CH:23]=[C:24]3[C:29](=[CH:30][CH:31]=2)[NH:28][CH:27]=[C:26]([C:32]([O:34][CH2:35][CH3:36])=[O:33])[C:25]3=[O:37])=[O:21])[N:14]2[C:19]=1[CH:18]=[CH:17][CH:16]=[CH:15]2.